Task: Predict the reactants needed to synthesize the given product.. Dataset: Full USPTO retrosynthesis dataset with 1.9M reactions from patents (1976-2016) (1) Given the product [Cl:8][C:6]1[N:7]=[C:2]([C:31]2[C:32]([N:34]([CH3:39])[S:35]([CH3:38])(=[O:37])=[O:36])=[CH:33][C:23]3[O:22][C:21]([C:18]4[CH:19]=[CH:20][C:15]([F:14])=[CH:16][CH:17]=4)=[C:25]([C:26]([NH:27][CH3:28])=[O:29])[C:24]=3[CH:30]=2)[CH:3]=[CH:4][C:5]=1[C:9]1([CH2:12][OH:13])[CH2:11][CH2:10]1, predict the reactants needed to synthesize it. The reactants are: Br[C:2]1[N:7]=[C:6]([Cl:8])[C:5]([C:9]2([CH2:12][OH:13])[CH2:11][CH2:10]2)=[CH:4][CH:3]=1.[F:14][C:15]1[CH:20]=[CH:19][C:18]([C:21]2[O:22][C:23]3[CH:33]=[C:32]([N:34]([CH3:39])[S:35]([CH3:38])(=[O:37])=[O:36])[C:31](B(O)O)=[CH:30][C:24]=3[C:25]=2[C:26](=[O:29])[NH:27][CH3:28])=[CH:17][CH:16]=1.C([O-])([O-])=O.[K+].[K+]. (2) The reactants are: [CH3:1][C:2]1[O:6][N:5]=[C:4]([C:7]2[CH:12]=[CH:11][CH:10]=[CH:9][CH:8]=2)[C:3]=1[CH2:13][OH:14].[Br:15][C:16]1[N:17]=[N:18][C:19](Br)=[CH:20][CH:21]=1. Given the product [Br:15][C:16]1[N:17]=[N:18][C:19]([O:14][CH2:13][C:3]2[C:4]([C:7]3[CH:12]=[CH:11][CH:10]=[CH:9][CH:8]=3)=[N:5][O:6][C:2]=2[CH3:1])=[CH:20][CH:21]=1, predict the reactants needed to synthesize it.